This data is from Forward reaction prediction with 1.9M reactions from USPTO patents (1976-2016). The task is: Predict the product of the given reaction. (1) Given the reactants [NH2:1][C:2]12[CH2:9][C:6]([NH:10][C:11]([C:13]3[CH:18]=[N:17][CH:16]=[C:15]([CH3:19])[N:14]=3)=[O:12])([CH2:7][CH2:8]1)[CH2:5][CH2:4][CH2:3]2.C(N(CC)CC)C.[C:27]([O:31][C:32](O[C:32]([O:31][C:27]([CH3:30])([CH3:29])[CH3:28])=[O:33])=[O:33])([CH3:30])([CH3:29])[CH3:28], predict the reaction product. The product is: [C:27]([O:31][C:32](=[O:33])[NH:1][C:2]12[CH2:9][C:6]([NH:10][C:11]([C:13]3[CH:18]=[N:17][CH:16]=[C:15]([CH3:19])[N:14]=3)=[O:12])([CH2:7][CH2:8]1)[CH2:5][CH2:4][CH2:3]2)([CH3:30])([CH3:29])[CH3:28]. (2) Given the reactants [CH3:1][C:2]12[C:8]([CH3:10])([CH3:9])[C:5]([C:11]([O:13][CH2:14][C@H:15]3[C@@H:17]([CH2:18][O:19][CH3:20])[C@@:16]3([CH3:35])[C:21]3[CH:30]=[CH:29][C:28]4[C:27]([CH3:32])([CH3:31])[CH2:26][CH2:25][C:24]([CH3:34])([CH3:33])[C:23]=4[CH:22]=3)=[O:12])([CH2:6][CH2:7]1)[O:4][C:3]2=[O:36].[CH3:37][C:38]12[C:44]([CH3:46])([CH3:45])[C:41]([C:47]([O:49][CH2:50][C@@H:51]3[C@H:53]([CH2:54][O:55][CH3:56])[C@:52]3([CH3:71])[C:57]3[CH:66]=[CH:65][C:64]4[C:63]([CH3:68])([CH3:67])[CH2:62][CH2:61][C:60]([CH3:70])([CH3:69])[C:59]=4[CH:58]=3)=[O:48])([CH2:42][CH2:43]1)[O:40][C:39]2=[O:72].[CH3:73]COC(C)=O, predict the reaction product. The product is: [CH3:1][C:2]12[C:8]([CH3:9])([CH3:10])[C:5]([C:11]([O:13][CH2:14][C@H:15]3[C@H:17]([CH2:18][O:19][CH2:20][CH3:37])[C@@:16]3([CH3:35])[C:21]3[CH:30]=[CH:29][C:28]4[C:27]([CH3:32])([CH3:31])[CH2:26][CH2:25][C:24]([CH3:34])([CH3:33])[C:23]=4[CH:22]=3)=[O:12])([CH2:6][CH2:7]1)[O:4][C:3]2=[O:36].[CH3:37][C:38]12[C:44]([CH3:45])([CH3:46])[C:41]([C:47]([O:49][CH2:50][C@@H:51]3[C@@H:53]([CH2:54][O:55][CH2:56][CH3:73])[C@:52]3([CH3:71])[C:57]3[CH:66]=[CH:65][C:64]4[C:63]([CH3:68])([CH3:67])[CH2:62][CH2:61][C:60]([CH3:70])([CH3:69])[C:59]=4[CH:58]=3)=[O:48])([CH2:42][CH2:43]1)[O:40][C:39]2=[O:72]. (3) Given the reactants [P:1](=[O:5])([OH:4])([OH:3])[OH:2].[CH2:6]([NH2:9])[CH:7]=[CH2:8], predict the reaction product. The product is: [P:1]([O-:5])([OH:4])([OH:3])=[O:2].[CH2:6]([NH3+:9])[CH:7]=[CH2:8]. (4) Given the reactants [H-].[H-].[H-].[H-].[Li+].[Al+3].C([O:9][C:10](=O)[CH2:11][CH:12]1[CH2:17][CH2:16][CH2:15][N:14]([CH2:18][CH:19]2[O:24][C:23]3[CH:25]=[CH:26][CH:27]=[CH:28][C:22]=3[O:21][CH2:20]2)[CH2:13]1)C.O, predict the reaction product. The product is: [O:24]1[C:23]2[CH:25]=[CH:26][CH:27]=[CH:28][C:22]=2[O:21][CH2:20][CH:19]1[CH2:18][N:14]1[CH2:15][CH2:16][CH2:17][CH:12]([CH2:11][CH2:10][OH:9])[CH2:13]1. (5) Given the reactants C([O:5][C:6]1[N:15]=[CH:14][CH:13]=[C:12]2[C:7]=1[C:8]1[CH:22]=[C:21]([F:23])[CH:20]=[CH:19][C:9]=1[C:10]([CH:16]([CH3:18])[CH3:17])=[N:11]2)CCC.Cl, predict the reaction product. The product is: [F:23][C:21]1[CH:20]=[CH:19][C:9]2[C:10]([CH:16]([CH3:17])[CH3:18])=[N:11][C:12]3[CH:13]=[CH:14][NH:15][C:6](=[O:5])[C:7]=3[C:8]=2[CH:22]=1. (6) Given the reactants [C:1]([C:3]1[N:7]2[CH:8]=[C:9]([C:12]3[CH:20]=[CH:19][C:15]([C:16]([OH:18])=O)=[CH:14][CH:13]=3)[CH:10]=[CH:11][C:6]2=[N:5][CH:4]=1)#[CH:2].C[N:22]1[CH2:27][CH2:26][O:25][CH2:24][CH2:23]1.CN(C(ON1N=NC2C=CC=NC1=2)=[N+](C)C)C.F[P-](F)(F)(F)(F)F.N1CCOCC1, predict the reaction product. The product is: [C:1]([C:3]1[N:7]2[CH:8]=[C:9]([C:12]3[CH:13]=[CH:14][C:15]([C:16]([N:22]4[CH2:27][CH2:26][O:25][CH2:24][CH2:23]4)=[O:18])=[CH:19][CH:20]=3)[CH:10]=[CH:11][C:6]2=[N:5][CH:4]=1)#[CH:2]. (7) Given the reactants [NH2:1][C:2]1[C:3]([C:9]([OH:11])=O)=[N:4][CH:5]=[C:6]([Br:8])[CH:7]=1.[CH3:12][NH2:13].[CH:14]1([N:19]2[CH2:24][CH2:23][CH:22]([O:25][C:26]3[CH:33]=[CH:32][C:29]([CH:30]=O)=[C:28]([O:34][CH3:35])[CH:27]=3)[CH2:21][CH2:20]2)[CH2:18][CH2:17][CH2:16][CH2:15]1, predict the reaction product. The product is: [Br:8][C:6]1[CH:5]=[N:4][C:3]2[C:9](=[O:11])[N:13]([CH3:12])[C:30]([C:29]3[CH:32]=[CH:33][C:26]([O:25][CH:22]4[CH2:23][CH2:24][N:19]([CH:14]5[CH2:18][CH2:17][CH2:16][CH2:15]5)[CH2:20][CH2:21]4)=[CH:27][C:28]=3[O:34][CH3:35])=[N:1][C:2]=2[CH:7]=1.